This data is from Catalyst prediction with 721,799 reactions and 888 catalyst types from USPTO. The task is: Predict which catalyst facilitates the given reaction. (1) Reactant: [CH2:1]([O:8][C:9]1[CH:14]=[C:13]([O:15][CH3:16])[CH:12]=[CH:11][C:10]=1[CH:17]1[CH2:21][N:20]([C:22]2[CH:23]=[C:24]([CH:28]=[CH:29][CH:30]=2)[C:25]([NH2:27])=O)[C:19](=[O:31])[CH2:18]1)[C:2]1[CH:7]=[CH:6][CH:5]=[CH:4][CH:3]=1. Product: [CH2:1]([O:8][C:9]1[CH:14]=[C:13]([O:15][CH3:16])[CH:12]=[CH:11][C:10]=1[CH:17]1[CH2:21][N:20]([C:22]2[CH:23]=[C:24]([CH:28]=[CH:29][CH:30]=2)[C:25]#[N:27])[C:19](=[O:31])[CH2:18]1)[C:2]1[CH:7]=[CH:6][CH:5]=[CH:4][CH:3]=1. The catalyst class is: 579. (2) Reactant: [Br:1][C:2]1[CH:3]=[N:4][CH:5]=[C:6]([CH:10]=1)[C:7]([OH:9])=O.O.ON1C2C=CC=CC=2N=N1.Cl.CN(C)CCCN=C=NCC.C(N(CC)C(C)C)(C)C.[NH:43]1[C:47]2[CH:48]=[CH:49][CH:50]=[CH:51][C:46]=2[N:45]=[C:44]1[CH2:52][N:53]([CH:58]1[C:67]2[N:66]=[CH:65][CH:64]=[CH:63][C:62]=2[CH2:61][CH2:60][CH2:59]1)[CH2:54][CH2:55][CH2:56][NH2:57]. Product: [NH:43]1[C:47]2[CH:48]=[CH:49][CH:50]=[CH:51][C:46]=2[N:45]=[C:44]1[CH2:52][N:53]([CH:58]1[C:67]2[N:66]=[CH:65][CH:64]=[CH:63][C:62]=2[CH2:61][CH2:60][CH2:59]1)[CH2:54][CH2:55][CH2:56][NH:57][C:7](=[O:9])[C:6]1[CH:10]=[C:2]([Br:1])[CH:3]=[N:4][CH:5]=1. The catalyst class is: 248. (3) Reactant: Cl[CH2:2][CH2:3][C:4]([O:6][CH2:7][CH2:8][N:9]=[C:10]=[O:11])=[O:5]. Product: [C:4]([O:6][CH2:7][CH2:8][N:9]=[C:10]=[O:11])(=[O:5])[CH:3]=[CH2:2]. The catalyst class is: 11. (4) Reactant: [NH2:1][C@@H:2]1[CH2:7][CH2:6][CH2:5][CH2:4][C@@H:3]1[NH:8][C:9](=O)OC(C)(C)C.N1(OC2[N:31]=[C:30]([NH:32][C:33]3[CH:38]=[CH:37][C:36]([C:39]4[N:40]=[CH:41][S:42][CH:43]=4)=[C:35]([F:44])[CH:34]=3)[C:29]([C:45]([NH2:47])=[O:46])=[CH:28][N:27]=2)C2C=CC=CC=2N=N1.CCN(C(C)C)C(C)C.C(O)(C(F)(F)F)=O. Product: [NH2:1][C@H:2]1[CH2:7][CH2:6][CH2:5][CH2:4][C@H:3]1[NH:8][C:9]1[N:31]=[C:30]([NH:32][C:33]2[CH:38]=[CH:37][C:36]([C:39]3[N:40]=[CH:41][S:42][CH:43]=3)=[C:35]([F:44])[CH:34]=2)[C:29]([C:45]([NH2:47])=[O:46])=[CH:28][N:27]=1. The catalyst class is: 37.